From a dataset of Full USPTO retrosynthesis dataset with 1.9M reactions from patents (1976-2016). Predict the reactants needed to synthesize the given product. (1) Given the product [ClH:26].[ClH:1].[ClH:26].[F:15][C:7]1[CH:6]=[C:5]([CH2:16][N:17]2[CH2:22][CH2:21][N:20]([CH3:23])[CH2:19][CH2:18]2)[CH:4]=[C:3]([F:2])[C:8]=1[N:9]1[CH2:10][CH2:11][NH:12][CH2:13][CH2:14]1, predict the reactants needed to synthesize it. The reactants are: [ClH:1].[F:2][C:3]1[CH:4]=[C:5]([CH2:16][N:17]2[CH2:22][CH2:21][N:20]([CH3:23])[CH2:19][CH2:18]2)[CH:6]=[C:7]([F:15])[C:8]=1[N:9]1[CH2:14][CH2:13][NH:12][CH2:11][CH2:10]1.S(Cl)([Cl:26])=O. (2) Given the product [CH2:12]1[NH:8][CH2:9][CH:10]2[CH2:16][O:15][CH2:14][CH2:13][CH:11]12, predict the reactants needed to synthesize it. The reactants are: C([N:8]1[CH2:12][CH:11]2[CH2:13][CH2:14][O:15][CH2:16][CH:10]2[CH2:9]1)C1C=CC=CC=1.